From a dataset of Full USPTO retrosynthesis dataset with 1.9M reactions from patents (1976-2016). Predict the reactants needed to synthesize the given product. Given the product [Cl:47][C:48]1[CH:53]=[CH:52][C:51]([O:27][CH:25]([C:9]2[C:10]([CH3:24])=[N:11][C:12]3[C:17]([C:8]=2[C:5]2[CH:4]=[CH:3][C:2]([F:1])=[CH:7][CH:6]=2)=[CH:16][C:15]([N:18]2[CH2:19][CH2:20][CH2:21][CH2:22][CH2:23]2)=[CH:14][CH:13]=3)[CH3:26])=[CH:50][CH:49]=1, predict the reactants needed to synthesize it. The reactants are: [F:1][C:2]1[CH:7]=[CH:6][C:5]([C:8]2[C:17]3[C:12](=[CH:13][CH:14]=[C:15]([N:18]4[CH2:23][CH2:22][CH2:21][CH2:20][CH2:19]4)[CH:16]=3)[N:11]=[C:10]([CH3:24])[C:9]=2[CH:25]([OH:27])[CH3:26])=[CH:4][CH:3]=1.C1(P(C2C=CC=CC=2)C2C=CC=CC=2)C=CC=CC=1.[Cl:47][C:48]1[CH:53]=[CH:52][C:51](O)=[CH:50][CH:49]=1.N(C(OC(C)C)=O)=NC(OC(C)C)=O.